From a dataset of Reaction yield outcomes from USPTO patents with 853,638 reactions. Predict the reaction yield, written as a fraction of the theoretical maximum amount of product (1.0 means a 100% yield; for example, 0.34 means a 34% yield). The reactants are [F:1][C:2]1[CH:3]=[C:4]2[C:19](=[O:20])[NH:18][N:17]=[C:7]3[CH2:8][C:9]([CH3:16])([CH3:15])[CH2:10][C:11]4[NH:12][C:13]([CH:14]=1)=[C:5]2[C:6]=43.C(=O)([OH:23])N. The catalyst is O1CCOCC1. The product is [F:1][C:2]1[CH:3]=[C:4]2[C:19](=[O:20])[NH:18][N:17]=[C:7]3[CH2:8][C:9]([CH3:16])([CH3:15])[C:10](=[O:23])[C:11]4[NH:12][C:13]([CH:14]=1)=[C:5]2[C:6]=43. The yield is 0.380.